From a dataset of Forward reaction prediction with 1.9M reactions from USPTO patents (1976-2016). Predict the product of the given reaction. (1) Given the reactants [NH2:1][C:2]1[S:3][C:4]([C:17]2[CH:22]=[CH:21][CH:20]=[C:19]([F:23])[CH:18]=2)=[C:5]([C:7]([N:9]2[CH2:14][C@H:13]3[C@H:11]([CH2:12]3)[C@H:10]2[CH2:15][NH2:16])=[O:8])[N:6]=1.[C:24]1([C:34](O)=[O:35])[C:33]2[C:28](=[CH:29][CH:30]=[CH:31][CH:32]=2)[CH:27]=[CH:26][N:25]=1, predict the reaction product. The product is: [NH2:1][C:2]1[S:3][C:4]([C:17]2[CH:22]=[CH:21][CH:20]=[C:19]([F:23])[CH:18]=2)=[C:5]([C:7]([N:9]2[CH2:14][C@H:13]3[C@H:11]([CH2:12]3)[C@H:10]2[CH2:15][NH:16][C:34]([C:24]2[C:33]3[C:28](=[CH:29][CH:30]=[CH:31][CH:32]=3)[CH:27]=[CH:26][N:25]=2)=[O:35])=[O:8])[N:6]=1. (2) Given the reactants [OH-].[K+].C([O:5][C:6]([C:8]1([C:14]([O:16]CC)=[O:15])[CH2:13][CH2:12][O:11][CH2:10][CH2:9]1)=[O:7])C, predict the reaction product. The product is: [O:11]1[CH2:10][CH2:9][C:8]([C:6]([OH:7])=[O:5])([C:14]([OH:16])=[O:15])[CH2:13][CH2:12]1. (3) Given the reactants [ClH:1].CCOCC.C(OC([N:14]1[CH2:17][CH2:16][C@H:15]1[CH2:18][O:19][C:20]1[CH:21]=[N:22][CH:23]=[C:24]([C@H:26]2[CH2:28][C@@H:27]2[CH2:29][CH2:30][F:31])[CH:25]=1)=O)(C)(C)C, predict the reaction product. The product is: [ClH:1].[NH:14]1[CH2:17][CH2:16][C@H:15]1[CH2:18][O:19][C:20]1[CH:21]=[N:22][CH:23]=[C:24]([C@H:26]2[CH2:28][C@@H:27]2[CH2:29][CH2:30][F:31])[CH:25]=1. (4) Given the reactants [Br:1][C:2]1[CH:3]=[CH:4][C:5]([O:9][CH3:10])=[C:6]([OH:8])[CH:7]=1.C(N(CC)CC)C.[Si:18](Cl)([C:21]([CH3:24])([CH3:23])[CH3:22])([CH3:20])[CH3:19], predict the reaction product. The product is: [Br:1][C:2]1[CH:3]=[CH:4][C:5]([O:9][CH3:10])=[C:6]([CH:7]=1)[O:8][Si:18]([C:21]([CH3:24])([CH3:23])[CH3:22])([CH3:20])[CH3:19].